Dataset: Peptide-MHC class I binding affinity with 185,985 pairs from IEDB/IMGT. Task: Regression. Given a peptide amino acid sequence and an MHC pseudo amino acid sequence, predict their binding affinity value. This is MHC class I binding data. (1) The binding affinity (normalized) is 0.465. The peptide sequence is GLVESVAGS. The MHC is HLA-A02:01 with pseudo-sequence HLA-A02:01. (2) The peptide sequence is RRVSGCVSV. The MHC is HLA-B73:01 with pseudo-sequence HLA-B73:01. The binding affinity (normalized) is 0.365. (3) The peptide sequence is EEFLQCGRL. The MHC is HLA-A69:01 with pseudo-sequence HLA-A69:01. The binding affinity (normalized) is 0.0847. (4) The peptide sequence is RLDARLQVL. The binding affinity (normalized) is 0.593. The MHC is HLA-C08:02 with pseudo-sequence YYAGYREKYRQTDVSNLYLRYNFYTWAERAYTWY. (5) The MHC is Mamu-B17 with pseudo-sequence Mamu-B17. The binding affinity (normalized) is 0.576. The peptide sequence is HVCNATDFW. (6) The peptide sequence is RMPTDMLKL. The MHC is HLA-A02:03 with pseudo-sequence HLA-A02:03. The binding affinity (normalized) is 0.569. (7) The peptide sequence is AIITPVVFYR. The MHC is HLA-A11:01 with pseudo-sequence HLA-A11:01. The binding affinity (normalized) is 0.776.